This data is from Peptide-MHC class I binding affinity with 185,985 pairs from IEDB/IMGT. The task is: Regression. Given a peptide amino acid sequence and an MHC pseudo amino acid sequence, predict their binding affinity value. This is MHC class I binding data. (1) The peptide sequence is YQLEMYHPI. The MHC is BoLA-AW10 with pseudo-sequence BoLA-AW10. The binding affinity (normalized) is 0.0641. (2) The binding affinity (normalized) is 0.0611. The MHC is HLA-B45:01 with pseudo-sequence HLA-B45:01. The peptide sequence is VGNVYVKF. (3) The peptide sequence is KLSNAKWLA. The MHC is HLA-A11:01 with pseudo-sequence HLA-A11:01. The binding affinity (normalized) is 0.0847. (4) The peptide sequence is GFTPPHGGL. The MHC is Patr-A0401 with pseudo-sequence Patr-A0401. The binding affinity (normalized) is 0. (5) The peptide sequence is ETLPELNLSL. The MHC is HLA-A68:02 with pseudo-sequence HLA-A68:02. The binding affinity (normalized) is 0.402. (6) The peptide sequence is KSKPRIHGY. The MHC is HLA-A02:12 with pseudo-sequence HLA-A02:12. The binding affinity (normalized) is 0.0847. (7) The peptide sequence is VASVNMVSRL. The MHC is HLA-B57:01 with pseudo-sequence HLA-B57:01. The binding affinity (normalized) is 0.287. (8) The peptide sequence is IADMGHLKY. The MHC is HLA-A31:01 with pseudo-sequence HLA-A31:01. The binding affinity (normalized) is 0.0847.